Task: Predict the reactants needed to synthesize the given product.. Dataset: Full USPTO retrosynthesis dataset with 1.9M reactions from patents (1976-2016) (1) Given the product [OH:5][C:3]([CH3:6])([CH3:4])[CH2:2][NH:1][C:9]([C:11]1[C:15]([NH:16][C:17]([C:19]2[C:24]([NH:25][C:26]3[CH:27]=[N:28][CH:29]=[N:30][CH:31]=3)=[CH:23][CH:22]=[C:21]([CH:32]3[CH2:34][CH2:33]3)[N:20]=2)=[O:18])=[CH:14][N:13]([CH3:35])[N:12]=1)=[O:8], predict the reactants needed to synthesize it. The reactants are: [NH2:1][CH2:2][C:3]([CH3:6])([OH:5])[CH3:4].C[O:8][C:9]([C:11]1[C:15]([NH:16][C:17]([C:19]2[C:24]([NH:25][C:26]3[CH:27]=[N:28][CH:29]=[N:30][CH:31]=3)=[CH:23][CH:22]=[C:21]([CH:32]3[CH2:34][CH2:33]3)[N:20]=2)=[O:18])=[CH:14][N:13]([CH3:35])[N:12]=1)=O. (2) Given the product [C:22]([O:21][C:19](=[O:20])[NH:18][C@H:15]1[CH2:16][CH2:17][N:13]([C:10]2[C:11]([Cl:12])=[C:6]([C:4](=[O:3])[NH2:27])[N:7]=[CH:8][N:9]=2)[CH2:14]1)([CH3:25])([CH3:24])[CH3:23], predict the reactants needed to synthesize it. The reactants are: C([O:3][C:4]([C:6]1[C:11]([Cl:12])=[C:10]([N:13]2[CH2:17][CH2:16][C@H:15]([NH:18][C:19]([O:21][C:22]([CH3:25])([CH3:24])[CH3:23])=[O:20])[CH2:14]2)[N:9]=[CH:8][N:7]=1)=O)C.[OH-].[NH4+:27].